Task: Regression. Given a peptide amino acid sequence and an MHC pseudo amino acid sequence, predict their binding affinity value. This is MHC class II binding data.. Dataset: Peptide-MHC class II binding affinity with 134,281 pairs from IEDB The binding affinity (normalized) is 0.329. The peptide sequence is IKLPIILAFATCFLIP. The MHC is DRB1_0701 with pseudo-sequence DRB1_0701.